From a dataset of Full USPTO retrosynthesis dataset with 1.9M reactions from patents (1976-2016). Predict the reactants needed to synthesize the given product. (1) Given the product [C:10]([C:9]1[NH:1][C:2]2[C:7]([CH:8]=1)=[C:6]([N:14]1[CH2:18][CH2:17][C@H:16]([N:19]([CH3:21])[CH3:20])[CH2:15]1)[C:5]([C:22]1[CH:23]=[CH:24][CH:25]=[CH:26][CH:27]=1)=[CH:4][C:3]=2[C:28]#[N:29])([CH3:13])([CH3:11])[CH3:12], predict the reactants needed to synthesize it. The reactants are: [NH2:1][C:2]1[C:7]([C:8]#[C:9][C:10]([CH3:13])([CH3:12])[CH3:11])=[C:6]([N:14]2[CH2:18][CH2:17][C@H:16]([N:19]([CH3:21])[CH3:20])[CH2:15]2)[C:5]([C:22]2[CH:27]=[CH:26][CH:25]=[CH:24][CH:23]=2)=[CH:4][C:3]=1[C:28]#[N:29].C(Cl)(Cl)Cl.C(=O)([O-])O.[Na+]. (2) The reactants are: Cl.Cl[CH2:3][CH2:4][N:5]1[CH2:10][CH2:9][O:8][CH2:7][CH2:6]1.[I-:11].[Na+]. Given the product [I:11][CH2:3][CH2:4][N:5]1[CH2:10][CH2:9][O:8][CH2:7][CH2:6]1, predict the reactants needed to synthesize it.